Task: Predict the reactants needed to synthesize the given product.. Dataset: Full USPTO retrosynthesis dataset with 1.9M reactions from patents (1976-2016) (1) Given the product [ClH:20].[CH3:16][S:13]([CH2:12][CH2:11][CH:9]1[CH2:8][CH2:7][NH:6][CH2:5][CH2:10]1)(=[O:15])=[O:14], predict the reactants needed to synthesize it. The reactants are: CC([CH:5]1[CH2:10][CH:9]([CH2:11][CH2:12][S:13]([CH3:16])(=[O:15])=[O:14])[CH2:8][CH2:7][N:6]1C([O-])=O)(C)C.[ClH:20]. (2) Given the product [O:59]=[C:58]([N:22]1[CH2:23][CH2:24][C:25]2[N:26]=[C:18]([C:15]3[CH:14]=[CH:13][C:12]([O:11][C@H:9]4[CH2:8][C@H:7]([N:1]5[CH2:6][CH2:5][CH2:4][CH2:3][CH2:2]5)[CH2:10]4)=[CH:17][CH:16]=3)[S:19][C:20]=2[CH2:21]1)[CH2:57][NH:56][C:54](=[O:55])[O:53][C:49]([CH3:51])([CH3:50])[CH3:52], predict the reactants needed to synthesize it. The reactants are: [N:1]1([C@H:7]2[CH2:10][C@H:9]([O:11][C:12]3[CH:17]=[CH:16][C:15]([C:18]4[S:19][C:20]5[CH2:21][NH:22][CH2:23][CH2:24][C:25]=5[N:26]=4)=[CH:14][CH:13]=3)[CH2:8]2)[CH2:6][CH2:5][CH2:4][CH2:3][CH2:2]1.Cl.CN(C)CCCN=C=NCC.ON1C2C=CC=CC=2N=N1.[C:49]([O:53][C:54]([NH:56][CH2:57][C:58](O)=[O:59])=[O:55])([CH3:52])([CH3:51])[CH3:50]. (3) Given the product [Cl:3][C:4]1[N:9]=[C:8]([N:10]2[CH2:15][CH2:14][O:13][CH2:12][C@H:11]2[CH3:16])[CH:7]=[C:6]([C:17]2([S:18]([CH:21]3[CH2:23][CH2:22]3)(=[O:20])=[O:19])[CH2:26][CH2:25]2)[N:5]=1, predict the reactants needed to synthesize it. The reactants are: [OH-].[Na+].[Cl:3][C:4]1[N:9]=[C:8]([N:10]2[CH2:15][CH2:14][O:13][CH2:12][C@H:11]2[CH3:16])[CH:7]=[C:6]([CH2:17][S:18]([CH:21]2[CH2:23][CH2:22]2)(=[O:20])=[O:19])[N:5]=1.Br[CH2:25][CH2:26]Br.CCOC(C)=O. (4) Given the product [CH:1]1([CH2:7][CH2:8][CH2:9][CH2:10][CH2:11][O:12][C:13](=[O:14])[NH:15][C@H:16]2[C:17](=[O:19])[O:22][C@H:20]2[CH3:21])[CH2:2][CH2:3][CH2:4][CH2:5][CH2:6]1, predict the reactants needed to synthesize it. The reactants are: [CH:1]1([CH2:7][CH2:8][CH2:9][CH2:10][CH2:11][O:12][C:13]([NH:15][C@H:16]([C@@H:20]([OH:22])[CH3:21])[C:17]([OH:19])=O)=[O:14])[CH2:6][CH2:5][CH2:4][CH2:3][CH2:2]1.CCN(CC)CC.CN(C(ON1N=NC2C=CC=CC1=2)=[N+](C)C)C.[B-](F)(F)(F)F. (5) The reactants are: [Cl:1][C:2]1[CH:3]=[CH:4][C:5]([O:25]CC2C=CC=CC=2)=[C:6]([C:8]2[CH2:13][CH2:12][CH2:11][CH2:10][C:9]=2[C:14]2[N:19]=[C:18]([C:20]([O:22][CH2:23][CH3:24])=[O:21])[CH:17]=[CH:16][CH:15]=2)[CH:7]=1.Br.C(=O)([O-])[O-].[K+].[K+]. Given the product [Cl:1][C:2]1[CH:3]=[CH:4][C:5]([OH:25])=[C:6]([C:8]2[CH2:13][CH2:12][CH2:11][CH2:10][C:9]=2[C:14]2[N:19]=[C:18]([C:20]([O:22][CH2:23][CH3:24])=[O:21])[CH:17]=[CH:16][CH:15]=2)[CH:7]=1, predict the reactants needed to synthesize it. (6) Given the product [CH2:1]([C:3]1[C:4]([O:21][CH3:22])=[C:5]([CH:9]([CH2:19][CH3:20])[CH2:10][C:11]([OH:14])([C:15]([F:16])([F:18])[F:17])[CH:12]=[O:13])[CH:6]=[CH:7][CH:8]=1)[CH3:2], predict the reactants needed to synthesize it. The reactants are: [CH2:1]([C:3]1[C:4]([O:21][CH3:22])=[C:5]([CH:9]([CH2:19][CH3:20])[CH2:10][C:11]([C:15]([F:18])([F:17])[F:16])([OH:14])[CH2:12][OH:13])[CH:6]=[CH:7][CH:8]=1)[CH3:2].C(C1C(OC)=C(C(C)C(C)C(C(F)(F)F)(O)CO)C=CC=1)C.C1(O)C=CC=CC=1.[NH4+].[Cl-]. (7) Given the product [CH3:8][N:9]([CH2:10][C:11]#[CH:12])[S:14]([CH3:13])(=[O:16])=[O:15], predict the reactants needed to synthesize it. The reactants are: C(N(CC)CC)C.[CH3:8][NH:9][CH2:10][C:11]#[CH:12].[CH3:13][S:14](Cl)(=[O:16])=[O:15]. (8) Given the product [F:31][C:32]1[CH:33]=[CH:34][C:35]([C:38]2[CH:42]=[CH:41][N:40]([CH2:2][C@H:3]([NH:5][C:6](=[O:12])[O:7][C:8]([CH3:11])([CH3:10])[CH3:9])[CH3:4])[N:39]=2)=[N:36][CH:37]=1, predict the reactants needed to synthesize it. The reactants are: O[CH2:2][C@H:3]([NH:5][C:6](=[O:12])[O:7][C:8]([CH3:11])([CH3:10])[CH3:9])[CH3:4].C(N(CC)CC)C.CS(Cl)(=O)=O.C([O-])([O-])=O.[Cs+].[Cs+].[F:31][C:32]1[CH:33]=[CH:34][C:35]([C:38]2[CH:42]=[CH:41][NH:40][N:39]=2)=[N:36][CH:37]=1.